From a dataset of Forward reaction prediction with 1.9M reactions from USPTO patents (1976-2016). Predict the product of the given reaction. (1) The product is: [C:40]([O:75][C:69](=[O:70])[NH:20][CH:5]1[CH2:4][CH2:3][N:10]([C:24]2[CH:29]=[C:28]([CH3:30])[CH:27]=[CH:26][C:25]=2[N+:34]([O-:36])=[O:35])[CH2:7][CH2:6]1)([CH3:39])([CH3:41])[CH3:43]. Given the reactants FC1[CH:7]=[C:6](OC)[CH:5]=[CH:4][C:3]=1[N+:10]([O-])=O.FC1C=CC=CC=1[N+:20]([O-])=O.F[C:24]1[CH:29]=[C:28]([C:30](F)(F)F)[CH:27]=[CH:26][C:25]=1[N+:34]([O-:36])=[O:35].FC1[CH:39]=[C:40]([CH:43]=CC=1[N+]([O-])=O)[C:41]#N.FC1C=C(F)C=CC=1[N+]([O-])=O.ClC1C=CC=CC=1CBr.[C:69]([OH:75])(C(F)(F)F)=[O:70], predict the reaction product. (2) Given the reactants C([O:9][CH2:10][CH2:11][CH2:12][C:13]1[CH:28]=[CH:27][C:16]([CH2:17][C:18]2[C:23]([CH3:24])=[CH:22][C:21](C)=[CH:20]C=2O)=[CH:15][CH:14]=1)(=O)C1C=CC=CC=1.[C:29]([O:32][C@@H:33]1[O:50][C@H:49]([CH2:51][O:52]C(=O)C)[C@@H:44]([O:45]C(=O)C)[C@H:39]([O:40]C(=O)C)[C@H:34]1[O:35]C(=O)C)(=O)[CH3:30].C(OCC)(=O)C.C(=O)([O-])O.[Na+], predict the reaction product. The product is: [O:32]([C:29]1[CH:30]=[C:21]([CH3:20])[CH:22]=[C:23]([CH3:24])[C:18]=1[CH2:17][C:16]1[CH:27]=[CH:28][C:13]([CH2:12][CH2:11][CH2:10][OH:9])=[CH:14][CH:15]=1)[C@@H:33]1[O:50][C@H:49]([CH2:51][OH:52])[C@@H:44]([OH:45])[C@H:39]([OH:40])[C@H:34]1[OH:35]. (3) Given the reactants C(=O)([O-])[O-].[K+].[K+].[F:7][C:8]1[CH:9]=[CH:10][C:11]([N:14]2[CH2:19][CH2:18][N:17]3[N:20]=[C:21]([CH2:23][O:24]C(=O)C)[CH:22]=[C:16]3[C:15]2=[O:28])=[N:12][CH:13]=1, predict the reaction product. The product is: [F:7][C:8]1[CH:9]=[CH:10][C:11]([N:14]2[CH2:19][CH2:18][N:17]3[N:20]=[C:21]([CH2:23][OH:24])[CH:22]=[C:16]3[C:15]2=[O:28])=[N:12][CH:13]=1. (4) Given the reactants C(S([C:11]1[C:12]2[CH:19]=[CH:18][N:17]([C@H:20]3[CH2:36][C@@H:23]4[O:24][CH:25]([C:28]5[CH:33]=[CH:32][C:31]([O:34][CH3:35])=[CH:30][CH:29]=5)[O:26][CH2:27][C@@H:22]4[CH2:21]3)[C:13]=2[N:14]=[CH:15][N:16]=1)(=O)=O)C1C=CC=CC=1.[NH2:37][C@H:38]1[C:46]2[C:41](=[CH:42][CH:43]=[CH:44][CH:45]=2)[CH2:40][CH2:39]1.CCN(C(C)C)C(C)C, predict the reaction product. The product is: [C@H:38]1([NH:37][C:11]2[C:12]3[CH:19]=[CH:18][N:17]([C@H:20]4[CH2:36][C@@H:23]5[O:24][CH:25]([C:28]6[CH:33]=[CH:32][C:31]([O:34][CH3:35])=[CH:30][CH:29]=6)[O:26][CH2:27][C@@H:22]5[CH2:21]4)[C:13]=3[N:14]=[CH:15][N:16]=2)[C:46]2[C:41](=[CH:42][CH:43]=[CH:44][CH:45]=2)[CH2:40][CH2:39]1. (5) Given the reactants [F:1][C:2]([F:31])([F:30])[C:3]1[C:7]([CH2:8][N:9]2C(=O)C3C(=CC=CC=3)C2=O)=[CH:6][N:5]([CH:20]2[CH2:25][CH2:24][CH:23]([C:26]([F:29])([F:28])[F:27])[CH2:22][CH2:21]2)[N:4]=1.NN.O, predict the reaction product. The product is: [F:31][C:2]([F:1])([F:30])[C:3]1[C:7]([CH2:8][NH2:9])=[CH:6][N:5]([CH:20]2[CH2:21][CH2:22][CH:23]([C:26]([F:27])([F:28])[F:29])[CH2:24][CH2:25]2)[N:4]=1. (6) Given the reactants [CH2:1]([C:3]1[S:7][C:6]([C:8]([C:10]2[CH:15]=[C:14]([Br:16])[CH:13]=[CH:12][C:11]=2[Cl:17])=O)=[CH:5][CH:4]=1)[CH3:2].C([SiH](CC)CC)C.C(=O)([O-])O.[Na+], predict the reaction product. The product is: [Br:16][C:14]1[CH:13]=[CH:12][C:11]([Cl:17])=[C:10]([CH2:8][C:6]2[S:7][C:3]([CH2:1][CH3:2])=[CH:4][CH:5]=2)[CH:15]=1. (7) The product is: [C:1]([O:4][CH:5]1[C:9]2=[N:10][CH:11]=[C:12]([NH:28][C:45]([C:43]3[CH:42]=[CH:41][C:40]([F:48])=[C:39]([C:31]4[C:30]([F:29])=[CH:35][C:34]([S:36][CH3:37])=[CH:33][C:32]=4[F:38])[N:44]=3)=[O:46])[C:13]([N:14]3[CH2:19][CH2:18][CH2:17][C@H:16]([NH:20][C:21]([O:23][C:24]([CH3:27])([CH3:26])[CH3:25])=[O:22])[CH2:15]3)=[C:8]2[CH2:7][CH2:6]1)(=[O:3])[CH3:2]. Given the reactants [C:1]([O:4][CH:5]1[C:9]2=[N:10][CH:11]=[C:12]([NH2:28])[C:13]([N:14]3[CH2:19][CH2:18][CH2:17][C@H:16]([NH:20][C:21]([O:23][C:24]([CH3:27])([CH3:26])[CH3:25])=[O:22])[CH2:15]3)=[C:8]2[CH2:7][CH2:6]1)(=[O:3])[CH3:2].[F:29][C:30]1[CH:35]=[C:34]([S:36][CH3:37])[CH:33]=[C:32]([F:38])[C:31]=1[C:39]1[N:44]=[C:43]([C:45](O)=[O:46])[CH:42]=[CH:41][C:40]=1[F:48].CN(C(ON1N=NC2C=CC=NC1=2)=[N+](C)C)C.F[P-](F)(F)(F)(F)F.CCN(C(C)C)C(C)C, predict the reaction product. (8) Given the reactants C(OC([NH:8][NH:9][CH:10]1[CH2:14][CH2:13][N:12]([C:15]([O:17][CH2:18][C:19]2[CH:24]=[CH:23][CH:22]=[CH:21][CH:20]=2)=[O:16])[CH2:11]1)=O)(C)(C)C.Cl, predict the reaction product. The product is: [NH:9]([CH:10]1[CH2:14][CH2:13][N:12]([C:15]([O:17][CH2:18][C:19]2[CH:24]=[CH:23][CH:22]=[CH:21][CH:20]=2)=[O:16])[CH2:11]1)[NH2:8]. (9) Given the reactants [NH2:1][C:2]1[CH:3]=[C:4]2[C:8](=[CH:9][CH:10]=1)[NH:7][CH:6]=[C:5]2[C:11](=[O:19])[C:12]([N:14]([CH2:17][CH3:18])[CH2:15][CH3:16])=[O:13].[N:20]1[C:29]2[C:24](=[CH:25][CH:26]=[CH:27][C:28]=2[S:30](Cl)(=[O:32])=[O:31])[CH:23]=[CH:22][CH:21]=1, predict the reaction product. The product is: [CH2:15]([N:14]([CH2:17][CH3:18])[C:12](=[O:13])[C:11](=[O:19])[C:5]1[C:4]2[C:8](=[CH:9][CH:10]=[C:2]([NH:1][S:30]([C:28]3[CH:27]=[CH:26][CH:25]=[C:24]4[C:29]=3[N:20]=[CH:21][CH:22]=[CH:23]4)(=[O:31])=[O:32])[CH:3]=2)[NH:7][CH:6]=1)[CH3:16].